This data is from Reaction yield outcomes from USPTO patents with 853,638 reactions. The task is: Predict the reaction yield, written as a fraction of the theoretical maximum amount of product (1.0 means a 100% yield; for example, 0.34 means a 34% yield). (1) The reactants are [C:1]([O:5][C:6](=[O:17])[CH2:7]/[N:8]=[CH:9]/[CH2:10][C:11]1([CH2:15][CH3:16])[CH2:14][O:13][CH2:12]1)([CH3:4])([CH3:3])[CH3:2].[Cl:18][C:19]1[C:20]([F:37])=[C:21](/[CH:25]=[C:26](/[C:29]2[CH:34]=[CH:33][C:32]([Cl:35])=[CH:31][C:30]=2[F:36])\[C:27]#[N:28])[CH:22]=[CH:23][CH:24]=1.C(N(CC)CC)C.C1CCN2C(=NCCC2)CC1. The catalyst is ClCCl.C(O)(C)(C)C. The product is [C:1]([O:5][C:6]([CH:7]1[CH:25]([C:21]2[CH:22]=[CH:23][CH:24]=[C:19]([Cl:18])[C:20]=2[F:37])[C:26]([C:29]2[CH:34]=[CH:33][C:32]([Cl:35])=[CH:31][C:30]=2[F:36])([C:27]#[N:28])[CH:9]([CH2:10][C:11]2([CH2:15][CH3:16])[CH2:12][O:13][CH2:14]2)[NH:8]1)=[O:17])([CH3:4])([CH3:3])[CH3:2]. The yield is 0.580. (2) The reactants are [C:1]([CH:5]1[CH2:10][CH2:9][O:8][CH2:7][CH2:6]1)(=[O:4])[CH2:2][CH3:3].[C:11](=[O:16])([O:14][CH3:15])OC.C[O-].[Na+].Cl. The catalyst is O.C(OCC)(=O)C. The product is [O:8]1[CH2:9][CH2:10][CH:5]([C:1](=[O:4])[CH:2]([CH3:3])[C:11]([O:14][CH3:15])=[O:16])[CH2:6][CH2:7]1. The yield is 0.330. (3) The reactants are [F:1][C:2]([F:12])([F:11])[O:3][C:4]1[CH:5]=[C:6]([OH:10])[CH:7]=[CH:8][CH:9]=1.Br[CH2:14][CH2:15][CH2:16][OH:17].C(=O)([O-])[O-].[K+].[K+]. The catalyst is CN(C=O)C. The product is [F:1][C:2]([F:11])([F:12])[O:3][C:4]1[CH:5]=[C:6]([CH:7]=[CH:8][CH:9]=1)[O:10][CH2:14][CH2:15][CH2:16][OH:17]. The yield is 0.806.